Dataset: Full USPTO retrosynthesis dataset with 1.9M reactions from patents (1976-2016). Task: Predict the reactants needed to synthesize the given product. (1) Given the product [Cl:18][C:19]1[CH:20]=[C:21]2[C:25](=[CH:26][CH:27]=1)[N:24]([CH2:28][C:29]([O:31][CH2:32][CH3:33])=[O:30])[C:23](=[O:34])[C:22]2([OH:35])[C:53]1[C:52]([OH:55])=[CH:51][C:50]2[O:46][CH2:47][CH2:48][C:49]=2[CH:54]=1, predict the reactants needed to synthesize it. The reactants are: BrC1C=CC=C2C=1C(=O)C(=O)N2CCCCC.[Cl:18][C:19]1[CH:20]=[C:21]2[C:25](=[CH:26][CH:27]=1)[N:24]([CH2:28][C:29]([O:31][CH2:32][CH3:33])=[O:30])[C:23](=[O:34])[C:22]2=[O:35].O1C2C=CC(O)=CC=2OC1.[O:46]1[C:50]2[CH:51]=[C:52]([OH:55])[CH:53]=[CH:54][C:49]=2[CH2:48][CH2:47]1. (2) Given the product [Br:14][C:15]1[C:16]([CH3:22])=[C:17]([NH:18][C:10](=[O:12])[CH2:9][C:4]2[C:3]([O:2][CH3:1])=[CH:8][CH:7]=[CH:6][N:5]=2)[CH:19]=[CH:20][CH:21]=1, predict the reactants needed to synthesize it. The reactants are: [CH3:1][O:2][C:3]1[C:4]([CH2:9][C:10]([O-:12])=O)=[N:5][CH:6]=[CH:7][CH:8]=1.[Na+].[Br:14][C:15]1[C:16]([CH3:22])=[C:17]([CH:19]=[CH:20][CH:21]=1)[NH2:18].CCN(C(C)C)C(C)C.CN(C(ON1N=NC2C=CC=NC1=2)=[N+](C)C)C.F[P-](F)(F)(F)(F)F. (3) Given the product [F:33][C:34]([F:39])([F:38])[C:35]([OH:37])=[O:36].[Cl:19][C:15]1[CH:14]=[C:13]([CH:12]2[C:11]([C:22]3[CH:27]=[CH:26][C:25]([Cl:28])=[CH:24][CH:23]=3)([C:20]#[N:21])[C:10]([CH2:29][CH3:30])([CH2:31][CH3:32])[NH:9][CH:8]2[C:6]([OH:7])=[O:5])[CH:18]=[CH:17][CH:16]=1, predict the reactants needed to synthesize it. The reactants are: C([O:5][C:6]([CH:8]1[CH:12]([C:13]2[CH:18]=[CH:17][CH:16]=[C:15]([Cl:19])[CH:14]=2)[C:11]([C:22]2[CH:27]=[CH:26][C:25]([Cl:28])=[CH:24][CH:23]=2)([C:20]#[N:21])[C:10]([CH2:31][CH3:32])([CH2:29][CH3:30])[NH:9]1)=[O:7])(C)(C)C.[F:33][C:34]([F:39])([F:38])[C:35]([OH:37])=[O:36].